Dataset: Forward reaction prediction with 1.9M reactions from USPTO patents (1976-2016). Task: Predict the product of the given reaction. (1) Given the reactants [O:1]1[CH2:6][CH2:5][N:4]([C:7]2[O:8][C:9]3[C:10](=[C:12]([C:16]([OH:18])=O)[CH:13]=[CH:14][CH:15]=3)[N:11]=2)[CH2:3][CH2:2]1.[NH2:19][CH:20]1[CH2:25][CH2:24][N:23]([CH3:26])[CH2:22][CH2:21]1, predict the reaction product. The product is: [CH3:26][N:23]1[CH2:24][CH2:25][CH:20]([NH:19][C:16]([C:12]2[CH:13]=[CH:14][CH:15]=[C:9]3[O:8][C:7]([N:4]4[CH2:3][CH2:2][O:1][CH2:6][CH2:5]4)=[N:11][C:10]=23)=[O:18])[CH2:21][CH2:22]1. (2) Given the reactants C(OC(=O)[NH:7][C@@H:8]1[CH2:10][C@@:9]1([F:17])[C:11]1[CH:16]=[CH:15][CH:14]=[CH:13][CH:12]=1)(C)(C)C.[ClH:19].O1CCOCC1, predict the reaction product. The product is: [ClH:19].[F:17][C@@:9]1([C:11]2[CH:12]=[CH:13][CH:14]=[CH:15][CH:16]=2)[CH2:10][C@H:8]1[NH2:7]. (3) Given the reactants [C:1]([N:8]1[CH2:15][CH2:14][CH2:13][C@H:9]1[C:10]([OH:12])=O)([O:3][C:4]([CH3:7])([CH3:6])[CH3:5])=[O:2].CN1CCOCC1.ClC(OCC)=O.[CH2:29]([O:32][C@@H:33]1[CH2:41][C:40]2[C:35](=[CH:36][CH:37]=[CH:38][CH:39]=2)[C@@H:34]1[NH2:42])[C:30]#[CH:31], predict the reaction product. The product is: [CH2:29]([O:32][C@@H:33]1[CH2:41][C:40]2[C:35](=[CH:36][CH:37]=[CH:38][CH:39]=2)[C@@H:34]1[NH:42][C:10]([C@@H:9]1[CH2:13][CH2:14][CH2:15][N:8]1[C:1]([O:3][C:4]([CH3:5])([CH3:6])[CH3:7])=[O:2])=[O:12])[C:30]#[CH:31]. (4) Given the reactants [NH2:1][C:2]([C:4]1[CH:5]=[C:6](CO)[CH:7]=[C:8]2[C:13]=1[N:12]=[CH:11][N:10]=[C:9]2[NH:14][CH2:15][C:16]1[CH:17]=[C:18]([NH:22]C(=O)OC(C)(C)C)[CH:19]=[CH:20][CH:21]=1)=[O:3].Cl.O1CCOC[CH2:34]1, predict the reaction product. The product is: [NH2:22][C:18]1[CH:17]=[C:16]([C@H:15]([NH:14][C:9]2[C:8]3[C:13](=[C:4]([C:2]([NH2:1])=[O:3])[CH:5]=[CH:6][CH:7]=3)[N:12]=[CH:11][N:10]=2)[CH3:34])[CH:21]=[CH:20][CH:19]=1. (5) Given the reactants [CH2:1]([CH:3]([C:9]([O:11]CC)=[O:10])[C:4]([O:6][CH2:7][CH3:8])=[O:5])[CH3:2].C(O)C.[OH-].[K+].Cl, predict the reaction product. The product is: [C:4]([CH:3]([CH2:1][CH3:2])[C:9]([OH:11])=[O:10])([O:6][CH2:7][CH3:8])=[O:5]. (6) Given the reactants [Si]([O:8][N:9]=[C:10]1[C:18]2[C:13](=[CH:14][C:15]([NH:19][C:20]3[C:28]4[C:23](=[CH:24][N:25]=[CH:26][CH:27]=4)[O:22][C:21]=3[C:29]3[CH:34]=[CH:33][CH:32]=[CH:31][C:30]=3[C:35]([F:38])([F:37])[F:36])=[CH:16][CH:17]=2)[CH2:12][CH2:11]1)(C(C)(C)C)(C)C.CCCC[N+](CCCC)(CCCC)CCCC.[F-], predict the reaction product. The product is: [F:37][C:35]([F:36])([F:38])[C:30]1[CH:31]=[CH:32][CH:33]=[CH:34][C:29]=1[C:21]1[O:22][C:23]2=[CH:24][N:25]=[CH:26][CH:27]=[C:28]2[C:20]=1[NH:19][C:15]1[CH:14]=[C:13]2[C:18](=[CH:17][CH:16]=1)[C:10](=[N:9][OH:8])[CH2:11][CH2:12]2. (7) Given the reactants FC(F)(F)S(O[C:7]1[CH:15]=[CH:14][C:13]([C:16]2[N:17]([C:32]([O:34][C:35]([CH3:38])([CH3:37])[CH3:36])=[O:33])[C:18]3[C:23]([CH:24]=2)=[CH:22][C:21]([CH2:25][N:26]2[CH2:31][CH2:30][CH2:29][CH2:28][CH2:27]2)=[CH:20][CH:19]=3)=[C:12]2[C:8]=1[CH2:9][NH:10][C:11]2=[O:39])(=O)=O.[CH3:42][O:43][C:44]1[CH:49]=[CH:48][C:47](B(O)O)=[CH:46][CH:45]=1.C(=O)([O-])[O-].[K+].[K+].O, predict the reaction product. The product is: [CH3:42][O:43][C:44]1[CH:49]=[CH:48][C:47]([C:7]2[CH:15]=[CH:14][C:13]([C:16]3[N:17]([C:32]([O:34][C:35]([CH3:36])([CH3:37])[CH3:38])=[O:33])[C:18]4[C:23]([CH:24]=3)=[CH:22][C:21]([CH2:25][N:26]3[CH2:27][CH2:28][CH2:29][CH2:30][CH2:31]3)=[CH:20][CH:19]=4)=[C:12]3[C:8]=2[CH2:9][NH:10][C:11]3=[O:39])=[CH:46][CH:45]=1.